This data is from Reaction yield outcomes from USPTO patents with 853,638 reactions. The task is: Predict the reaction yield, written as a fraction of the theoretical maximum amount of product (1.0 means a 100% yield; for example, 0.34 means a 34% yield). (1) The reactants are [NH2:1][CH2:2][CH2:3][O:4][C:5]1[C:10]([CH3:11])=[CH:9][C:8]([C:12]2[NH:21][C:20](=[O:22])[C:19]3[C:14](=[CH:15][C:16]([O:25][CH3:26])=[CH:17][C:18]=3[O:23][CH3:24])[N:13]=2)=[CH:7][C:6]=1[CH3:27].Br[C:29]#[N:30].C([O-])(O)=O.[Na+]. The catalyst is CO. The product is [CH3:24][O:23][C:18]1[CH:17]=[C:16]([O:25][CH3:26])[CH:15]=[C:14]2[C:19]=1[C:20](=[O:22])[NH:21][C:12]([C:8]1[CH:9]=[C:10]([CH3:11])[C:5]([O:4][CH2:3][CH2:2][NH:1][C:29]#[N:30])=[C:6]([CH3:27])[CH:7]=1)=[N:13]2. The yield is 0.740. (2) The reactants are [CH2:1]([NH:8][C:9]1[S:10][C:11]([C:14]([NH:16][C:17]2[S:18][C:19]([C:22]3[CH:27]=[CH:26][C:25]([CH3:28])=[CH:24][CH:23]=3)=[CH:20][N:21]=2)=O)=[CH:12][N:13]=1)[C:2]1[CH:7]=[CH:6][CH:5]=[CH:4][CH:3]=1. The catalyst is C1COCC1. The product is [CH2:1]([NH:8][C:9]1[S:10][C:11]([CH2:14][NH:16][C:17]2[S:18][C:19]([C:22]3[CH:23]=[CH:24][C:25]([CH3:28])=[CH:26][CH:27]=3)=[CH:20][N:21]=2)=[CH:12][N:13]=1)[C:2]1[CH:3]=[CH:4][CH:5]=[CH:6][CH:7]=1. The yield is 0.180. (3) The reactants are [O:1]=[C:2]1[C:11]2[C:6](=[CH:7][CH:8]=[CH:9][CH:10]=2)[NH:5][CH:4]=[C:3]1[C:12]([NH:14][C:15]1[CH:23]=[C:22]2[C:18]([CH:19]=[CH:20][NH:21]2)=[CH:17][C:16]=1[C:24](O)=[O:25])=[O:13].CN(C(ON1N=NC2C=CC=NC1=2)=[N+](C)C)C.F[P-](F)(F)(F)(F)F.CCN(C(C)C)C(C)C.[CH2:60]([NH2:64])[CH:61]([CH3:63])[CH3:62]. The catalyst is CN(C=O)C. The product is [CH2:60]([NH:64][C:24]([C:16]1[CH:17]=[C:18]2[C:22](=[CH:23][C:15]=1[NH:14][C:12]([C:3]1[C:2](=[O:1])[C:11]3[C:6](=[CH:7][CH:8]=[CH:9][CH:10]=3)[NH:5][CH:4]=1)=[O:13])[NH:21][CH:20]=[CH:19]2)=[O:25])[CH:61]([CH3:63])[CH3:62]. The yield is 0.660. (4) The reactants are Cl.[F:2][C:3]([F:17])([F:16])[C:4]1[CH:5]=[C:6]([CH:10]2[O:15][CH2:14][CH2:13][NH:12][CH2:11]2)[CH:7]=[CH:8][CH:9]=1.CCN(C(C)C)C(C)C.[F:27][C:28]([F:33])([F:32])[C@@H:29]1[CH2:31][O:30]1. The catalyst is C(#N)C. The product is [F:27][C:28]([F:33])([F:32])[C@@H:29]([OH:30])[CH2:31][N:12]1[CH2:13][CH2:14][O:15][CH:10]([C:6]2[CH:7]=[CH:8][CH:9]=[C:4]([C:3]([F:2])([F:16])[F:17])[CH:5]=2)[CH2:11]1. The yield is 0.800. (5) The catalyst is C1(C)C=CC=CC=1. The yield is 0.830. The product is [F:14][C:2]1([F:1])[CH2:7][CH2:6][C:5]([C:9]2[CH:13]=[N:12][NH:11][CH:10]=2)=[CH:4][CH2:3]1. The reactants are [F:1][C:2]1([F:14])[CH2:7][CH2:6][C:5]([C:9]2[CH:10]=[N:11][NH:12][CH:13]=2)(O)[CH2:4][CH2:3]1.O.C1(C)C=CC(S(O)(=O)=O)=CC=1. (6) The reactants are [N:1]1[CH:6]=[CH:5][CH:4]=[CH:3][CH:2]=1.[CH3:7][O:8][C:9]1[CH:10]=[C:11]2[C:15](=[CH:16][CH:17]=1)[N:14]([CH3:18])[C:13](=[O:19])[C:12]2=[O:20].FC(F)(F)S(O[C:27]1[CH:32]=[CH:31][CH:30]=[CH:29][C:28]=1[Si](C)(C)C)(=O)=O.[F-].[K+].O1CCOCCOCCOCCOCCOCC1. The catalyst is C1COCC1. The product is [CH3:7][O:8][C:9]1[CH:10]=[C:11]2[C:15](=[CH:16][CH:17]=1)[N:14]([CH3:18])[C:13](=[O:19])[C:12]2([O:20][C:27]1[CH:32]=[CH:31][CH:30]=[CH:29][CH:28]=1)[C:2]1[CH:3]=[CH:4][CH:5]=[CH:6][N:1]=1. The yield is 0.770. (7) The reactants are [CH3:1][O:2][C:3](=[O:30])[CH2:4][CH2:5][CH:6]([N:16]([CH3:29])[C:17]([NH:19][CH2:20][C:21]1[CH:26]=[CH:25][CH:24]=[C:23]([F:27])[C:22]=1[Cl:28])=[O:18])[CH2:7][O:8][Si](C(C)(C)C)(C)C.CCCC[N+:35]([CH2:44][CH2:45][CH2:46][CH3:47])([CH2:40][CH2:41][CH2:42][CH3:43])CCCC.[F-].[C:49]1(C)C=CC=CC=1.C1C2C(=CC=CC=2)C=C([C:66]([N:68]=[N+]=[N-])=[O:67])N=1. The catalyst is C1COCC1. The product is [CH3:1][O:2][C:3](=[O:30])[CH2:4][CH2:5][CH:6]([N:16]([CH3:29])[C:17]([NH:19][CH2:20][C:21]1[CH:26]=[CH:25][CH:24]=[C:23]([F:27])[C:22]=1[Cl:28])=[O:18])[CH2:7][O:8][C:66](=[O:67])[NH:68][C:44]1[N:35]=[CH:40][C:41]2[C:46]([CH:45]=1)=[CH:47][CH:49]=[CH:43][CH:42]=2. The yield is 0.710. (8) The reactants are [CH:1]1([C:7]2[C:8]([C:22]#[N:23])=[C:9]([S:20][CH3:21])[S:10][C:11]=2[C:12](=O)[C:13]([CH3:18])=[CH:14]N(C)C)[CH2:6][CH2:5][CH2:4][CH2:3][CH2:2]1.CN(C(OC)OC)C.[N+:32]([C:35]1[CH:36]=[C:37]([NH:41][C:42]([NH2:44])=[NH:43])[CH:38]=[CH:39][CH:40]=1)([O-:34])=[O:33]. The catalyst is C1(C)C=CC=CC=1.CCOC(C)=O.CN(C=O)C. The product is [N+:32]([C:35]1[CH:36]=[C:37]([NH:41][C:42]2[N:44]=[C:12]([C:11]3[S:10][C:9]([S:20][CH3:21])=[C:8]([C:22]#[N:23])[C:7]=3[CH:1]3[CH2:6][CH2:5][CH2:4][CH2:3][CH2:2]3)[C:13]([CH3:18])=[CH:14][N:43]=2)[CH:38]=[CH:39][CH:40]=1)([O-:34])=[O:33]. The yield is 0.420.